Dataset: Catalyst prediction with 721,799 reactions and 888 catalyst types from USPTO. Task: Predict which catalyst facilitates the given reaction. Reactant: [Cl:1][C:2]1[CH:7]=[CH:6][C:5](/[CH:8]=[CH:9]/[S:10]([NH:13][C@H:14]2[CH2:18][CH2:17][N:16]([C@@H:19]([CH3:27])[C:20](OC(C)(C)C)=[O:21])[C:15]2=[O:28])(=[O:12])=[O:11])=[CH:4][CH:3]=1.FC(F)(F)C(O)=O.Cl.CN(C)CCCN=C=NCC.[CH:48]1[CH:49]=[CH:50]C2N(O)N=[N:54][C:52]=2[CH:53]=1.N1CCCCC1. Product: [Cl:1][C:2]1[CH:3]=[CH:4][C:5](/[CH:8]=[CH:9]/[S:10]([NH:13][C@H:14]2[CH2:18][CH2:17][N:16]([C@@H:19]([CH3:27])[C:20](=[O:21])[N:54]3[CH2:50][CH2:49][CH2:48][CH2:53][CH2:52]3)[C:15]2=[O:28])(=[O:11])=[O:12])=[CH:6][CH:7]=1. The catalyst class is: 347.